Dataset: hERG potassium channel inhibition data for cardiac toxicity prediction from Karim et al.. Task: Regression/Classification. Given a drug SMILES string, predict its toxicity properties. Task type varies by dataset: regression for continuous values (e.g., LD50, hERG inhibition percentage) or binary classification for toxic/non-toxic outcomes (e.g., AMES mutagenicity, cardiotoxicity, hepatotoxicity). Dataset: herg_karim. (1) The drug is COC(=O)C(CCCN1CCN(c2ccccc2OC)CC1)(c1ccc(Br)cc1)C(C)C. The result is 1 (blocker). (2) The drug is C[C@@H]1CCCN1CCN1CCc2cc(-c3ccc(C#N)cc3)ccc2C1=O. The result is 1 (blocker). (3) The compound is Nc1ccccc1NC(=O)/C=C/c1ccc([C@H]2CN(CCO)C[C@@H]2C(=O)Nc2ccc(Cl)cc2)cc1. The result is 0 (non-blocker). (4) The compound is CNCC(=O)N1CCN(c2ccc(Nc3ncc(Cl)c(-c4cnc5ccccn45)n3)c(OC)c2)CC1. The result is 1 (blocker).